This data is from Forward reaction prediction with 1.9M reactions from USPTO patents (1976-2016). The task is: Predict the product of the given reaction. The product is: [ClH:2].[Cl-:1].[CH2:9]([N:8]1[C:4]([CH2:3][P+:17]([C:18]2[CH:19]=[CH:20][CH:21]=[CH:22][CH:23]=2)([C:24]2[CH:29]=[CH:28][CH:27]=[CH:26][CH:25]=2)[C:11]2[CH:12]=[CH:13][CH:14]=[CH:15][CH:16]=2)=[CH:5][N:6]=[CH:7]1)[CH3:10]. Given the reactants [ClH:1].[Cl:2][CH2:3][C:4]1[N:8]([CH2:9][CH3:10])[CH:7]=[N:6][CH:5]=1.[C:11]1([P:17]([C:24]2[CH:29]=[CH:28][CH:27]=[CH:26][CH:25]=2)[C:18]2[CH:23]=[CH:22][CH:21]=[CH:20][CH:19]=2)[CH:16]=[CH:15][CH:14]=[CH:13][CH:12]=1, predict the reaction product.